Dataset: Forward reaction prediction with 1.9M reactions from USPTO patents (1976-2016). Task: Predict the product of the given reaction. (1) Given the reactants Br[C:2]1[CH:7]=[CH:6][C:5]([NH:8][C:9]2[C:14]([C:15]([F:18])([F:17])[F:16])=[CH:13][N:12]=[C:11]([NH:19][C:20]3[CH:34]=[CH:33][C:23]([CH2:24][P:25](=[O:32])([O:29][CH2:30][CH3:31])[O:26][CH2:27][CH3:28])=[CH:22][CH:21]=3)[N:10]=2)=[C:4]([C:35](=[O:38])[NH:36][CH3:37])[CH:3]=1.C([Si](C)(C)[O:44][CH:45]1[CH2:50][CH2:49][CH:48]([N:51]2[CH:55]=[C:54](B3OC(C)(C)C(C)(C)O3)[CH:53]=[N:52]2)[CH2:47][CH2:46]1)(C)(C)C, predict the reaction product. The product is: [OH:44][C@H:45]1[CH2:46][CH2:47][C@H:48]([N:51]2[CH:55]=[C:54]([C:2]3[CH:7]=[CH:6][C:5]([NH:8][C:9]4[C:14]([C:15]([F:18])([F:17])[F:16])=[CH:13][N:12]=[C:11]([NH:19][C:20]5[CH:34]=[CH:33][C:23]([CH2:24][P:25](=[O:32])([O:29][CH2:30][CH3:31])[O:26][CH2:27][CH3:28])=[CH:22][CH:21]=5)[N:10]=4)=[C:4]([C:35](=[O:38])[NH:36][CH3:37])[CH:3]=3)[CH:53]=[N:52]2)[CH2:49][CH2:50]1. (2) The product is: [CH3:1][O:2][C:3]1[CH:8]=[CH:7][CH:6]=[CH:5][C:4]=1[C:9]1[C:17]2[C:16]([C:18]3[CH:23]=[CH:22][CH:21]=[CH:20][CH:19]=3)=[N:15][CH:14]=[N:13][C:12]=2[NH:11][CH:10]=1. Given the reactants [CH3:1][O:2][C:3]1[CH:8]=[CH:7][CH:6]=[CH:5][C:4]=1[C:9]1[C:17]2[C:16]([C:18]3[CH:23]=[CH:22][CH:21]=[CH:20][CH:19]=3)=[N:15][CH:14]=[N:13][C:12]=2[N:11](COCC[Si](C)(C)C)[CH:10]=1.C(O)(C(F)(F)F)=O.[OH-].[Na+].C(N)CN, predict the reaction product.